This data is from NCI-60 drug combinations with 297,098 pairs across 59 cell lines. The task is: Regression. Given two drug SMILES strings and cell line genomic features, predict the synergy score measuring deviation from expected non-interaction effect. (1) Drug 1: CC1=C2C(C(=O)C3(C(CC4C(C3C(C(C2(C)C)(CC1OC(=O)C(C(C5=CC=CC=C5)NC(=O)OC(C)(C)C)O)O)OC(=O)C6=CC=CC=C6)(CO4)OC(=O)C)OC)C)OC. Drug 2: C1=NC2=C(N1)C(=S)N=CN2. Cell line: MALME-3M. Synergy scores: CSS=9.42, Synergy_ZIP=-14.7, Synergy_Bliss=-19.0, Synergy_Loewe=-15.0, Synergy_HSA=-14.0. (2) Drug 2: C1CNP(=O)(OC1)N(CCCl)CCCl. Synergy scores: CSS=18.5, Synergy_ZIP=-0.337, Synergy_Bliss=-0.541, Synergy_Loewe=11.4, Synergy_HSA=-3.73. Drug 1: CCN(CC)CCNC(=O)C1=C(NC(=C1C)C=C2C3=C(C=CC(=C3)F)NC2=O)C. Cell line: HL-60(TB). (3) Drug 1: CC1=C(C(=O)C2=C(C1=O)N3CC4C(C3(C2COC(=O)N)OC)N4)N. Drug 2: COCCOC1=C(C=C2C(=C1)C(=NC=N2)NC3=CC=CC(=C3)C#C)OCCOC.Cl. Cell line: M14. Synergy scores: CSS=24.2, Synergy_ZIP=-2.24, Synergy_Bliss=0.476, Synergy_Loewe=-25.2, Synergy_HSA=0.292. (4) Drug 1: CCCCCOC(=O)NC1=NC(=O)N(C=C1F)C2C(C(C(O2)C)O)O. Drug 2: CC1=C2C(C(=O)C3(C(CC4C(C3C(C(C2(C)C)(CC1OC(=O)C(C(C5=CC=CC=C5)NC(=O)OC(C)(C)C)O)O)OC(=O)C6=CC=CC=C6)(CO4)OC(=O)C)O)C)O. Cell line: RPMI-8226. Synergy scores: CSS=5.12, Synergy_ZIP=-0.806, Synergy_Bliss=5.73, Synergy_Loewe=2.73, Synergy_HSA=2.95. (5) Drug 1: C1=C(C(=O)NC(=O)N1)F. Drug 2: C1C(C(OC1N2C=C(C(=O)NC2=O)F)CO)O. Cell line: NCI-H460. Synergy scores: CSS=73.3, Synergy_ZIP=-8.01, Synergy_Bliss=-11.6, Synergy_Loewe=-6.06, Synergy_HSA=-3.81. (6) Drug 1: CC12CCC3C(C1CCC2=O)CC(=C)C4=CC(=O)C=CC34C. Drug 2: CC=C1C(=O)NC(C(=O)OC2CC(=O)NC(C(=O)NC(CSSCCC=C2)C(=O)N1)C(C)C)C(C)C. Cell line: KM12. Synergy scores: CSS=72.6, Synergy_ZIP=-3.08, Synergy_Bliss=-6.81, Synergy_Loewe=-6.32, Synergy_HSA=-2.96. (7) Drug 1: C1C(C(OC1N2C=NC3=C2NC=NCC3O)CO)O. Drug 2: C1C(C(OC1N2C=NC(=NC2=O)N)CO)O. Cell line: RPMI-8226. Synergy scores: CSS=27.9, Synergy_ZIP=-7.91, Synergy_Bliss=-0.430, Synergy_Loewe=-27.8, Synergy_HSA=-3.40. (8) Drug 1: CN(CC1=CN=C2C(=N1)C(=NC(=N2)N)N)C3=CC=C(C=C3)C(=O)NC(CCC(=O)O)C(=O)O. Drug 2: CC1=C(C=C(C=C1)C(=O)NC2=CC(=CC(=C2)C(F)(F)F)N3C=C(N=C3)C)NC4=NC=CC(=N4)C5=CN=CC=C5. Cell line: MDA-MB-231. Synergy scores: CSS=0.506, Synergy_ZIP=-2.97, Synergy_Bliss=-3.06, Synergy_Loewe=-5.03, Synergy_HSA=-3.25.